From a dataset of Reaction yield outcomes from USPTO patents with 853,638 reactions. Predict the reaction yield, written as a fraction of the theoretical maximum amount of product (1.0 means a 100% yield; for example, 0.34 means a 34% yield). (1) The reactants are C([N:5]1[C:9]([NH:10][C:11]2[CH:16]=[CH:15][C:14]([S:17]([NH:20][C:21]3[S:22][CH:23]=[CH:24][N:25]=3)(=[O:19])=[O:18])=[CH:13][CH:12]=2)=[CH:8][C:7]([CH2:26][C:27]2[CH:32]=[CH:31][C:30]([Cl:33])=[CH:29][CH:28]=2)=[N:6]1)(C)(C)C. The catalyst is C(O)=O. The product is [Cl:33][C:30]1[CH:31]=[CH:32][C:27]([CH2:26][C:7]2[CH:8]=[C:9]([NH:10][C:11]3[CH:12]=[CH:13][C:14]([S:17]([NH:20][C:21]4[S:22][CH:23]=[CH:24][N:25]=4)(=[O:18])=[O:19])=[CH:15][CH:16]=3)[NH:5][N:6]=2)=[CH:28][CH:29]=1. The yield is 0.400. (2) The reactants are [F:1][C:2]1[CH:7]=[CH:6][C:5]([C:8]2[O:9][C:10]3[CH:20]=[CH:19][C:18]([C:21]4[CH:26]=[C:25]([C:27](=[O:33])[NH:28][CH2:29][CH:30]([CH3:32])[CH3:31])[CH:24]=[CH:23][C:22]=4[OH:34])=[CH:17][C:11]=3[C:12]=2[C:13]([NH:15][CH3:16])=[O:14])=[CH:4][CH:3]=1.C1CCN2C(=NCCC2)CC1.Br[CH2:47][CH2:48][CH:49]1[O:54][CH2:53][CH2:52][N:51](C(OC(C)(C)C)=O)[CH2:50]1.C(O)(C(F)(F)F)=O. The catalyst is CN(C=O)C. The product is [F:1][C:2]1[CH:3]=[CH:4][C:5]([C:8]2[O:9][C:10]3[CH:20]=[CH:19][C:18]([C:21]4[CH:26]=[C:25]([C:27](=[O:33])[NH:28][CH2:29][CH:30]([CH3:32])[CH3:31])[CH:24]=[CH:23][C:22]=4[O:34][CH2:47][CH2:48][CH:49]4[O:54][CH2:53][CH2:52][NH:51][CH2:50]4)=[CH:17][C:11]=3[C:12]=2[C:13]([NH:15][CH3:16])=[O:14])=[CH:6][CH:7]=1. The yield is 0.290. (3) The catalyst is CCCCO. The product is [Br:1][C:2]1[C:3]([NH:9][C:10]2[CH:11]=[C:12]([CH:15]3[CH2:17][CH2:16]3)[NH:13][N:14]=2)=[N:4][C:5]([NH:27][C@H:25]([C:22]2[CH:21]=[CH:20][C:19]([F:18])=[CH:24][N:23]=2)[CH3:26])=[N:6][CH:7]=1. The reactants are [Br:1][C:2]1[C:3]([NH:9][C:10]2[NH:14][N:13]=[C:12]([CH:15]3[CH2:17][CH2:16]3)[CH:11]=2)=[N:4][C:5](Cl)=[N:6][CH:7]=1.[F:18][C:19]1[CH:20]=[CH:21][C:22]([C@@H:25]([NH2:27])[CH3:26])=[N:23][CH:24]=1.CCN(C(C)C)C(C)C. The yield is 0.860. (4) The reactants are C([O:8][C:9]1[C:14](=[O:15])[N:13]=[C:12]([CH2:16][C:17]2([C:22]3[CH:27]=[CH:26][CH:25]=[CH:24][N:23]=3)[CH2:21][CH2:20][CH2:19][CH2:18]2)[N:11]2[CH2:28][CH2:29][N:30]([CH:33]3[CH2:35][CH2:34]3)[C:31](=[O:32])[C:10]=12)C1C=CC=CC=1. The catalyst is C(O)(=O)C.OS(O)(=O)=O. The product is [CH:33]1([N:30]2[CH2:29][CH2:28][N:11]3[C:12]([CH2:16][C:17]4([C:22]5[CH:27]=[CH:26][CH:25]=[CH:24][N:23]=5)[CH2:21][CH2:20][CH2:19][CH2:18]4)=[N:13][C:14](=[O:15])[C:9]([OH:8])=[C:10]3[C:31]2=[O:32])[CH2:34][CH2:35]1. The yield is 0.300. (5) The reactants are F[C:2]1[CH:17]=[C:16]([C:18]([F:21])([F:20])[F:19])[CH:15]=[CH:14][C:3]=1[C:4]([NH:6][C:7]1[CH:12]=[CH:11][NH:10][C:9](=[O:13])[CH:8]=1)=[O:5].[F:22][C:23]1[CH:28]=[CH:27][C:26]([OH:29])=[C:25]([CH3:30])[CH:24]=1.C([O-])([O-])=O.[Cs+].[Cs+].CN(C=O)C. The catalyst is O. The product is [F:22][C:23]1[CH:28]=[CH:27][C:26]([O:29][C:2]2[CH:17]=[C:16]([C:18]([F:21])([F:20])[F:19])[CH:15]=[CH:14][C:3]=2[C:4]([NH:6][C:7]2[CH:12]=[CH:11][NH:10][C:9](=[O:13])[CH:8]=2)=[O:5])=[C:25]([CH3:30])[CH:24]=1. The yield is 0.700. (6) The reactants are [C:1]([C@@H:3]1[CH2:7][N:6]([C:8]([O:10][C:11]([CH3:14])([CH3:13])[CH3:12])=[O:9])[C@H:5]([C:15]([O:17][CH3:18])=[O:16])[CH2:4]1)#N.Cl.[C:20](OC(OC(C)(C)C)=O)(OC(C)(C)C)=[O:21].C[OH:36]. No catalyst specified. The product is [N:6]1([C:8]([O:10][C:11]([CH3:14])([CH3:13])[CH3:12])=[O:9])[CH2:7][C@@H:3]([C:1]([O:21][CH3:20])=[O:36])[CH2:4][C@H:5]1[C:15]([O:17][CH3:18])=[O:16]. The yield is 0.940.